Dataset: Forward reaction prediction with 1.9M reactions from USPTO patents (1976-2016). Task: Predict the product of the given reaction. (1) Given the reactants [Br:1][C:2]1[CH:7]=[CH:6][C:5]([C@@H:8]2[CH2:12][CH2:11][C:10](=[O:13])[CH2:9]2)=[CH:4][CH:3]=1.[H-].C([Al+]CC(C)C)C(C)C.[C@H](O)(C([O-])=O)[C@@H](O)C([O-])=O.[Na+].[K+].Cl, predict the reaction product. The product is: [Br:1][C:2]1[CH:3]=[CH:4][C:5]([C@H:8]2[CH2:12][CH2:11][CH:10]([OH:13])[CH2:9]2)=[CH:6][CH:7]=1. (2) Given the reactants Br[C:2]1[CH:3]=[C:4]2[C:9](=[CH:10][CH:11]=1)[S:8][CH2:7][CH2:6][C:5]2([CH3:13])[CH3:12].[Li]CCCC.CN([CH:22]=[O:23])C, predict the reaction product. The product is: [CH3:12][C:5]1([CH3:13])[C:4]2[C:9](=[CH:10][CH:11]=[C:2]([CH:22]=[O:23])[CH:3]=2)[S:8][CH2:7][CH2:6]1. (3) Given the reactants [C:1]([O:5][C:6]([N:8]1[C:12](=[O:13])[CH2:11][CH2:10][C@H:9]1[C:14]([O:16][CH2:17][C:18]1[CH:23]=[CH:22][CH:21]=[CH:20][CH:19]=1)=[O:15])=[O:7])([CH3:4])([CH3:3])[CH3:2].C[Li].[CH3:26]COCC.[Cl-].[NH4+], predict the reaction product. The product is: [C:1]([O:5][C:6]([NH:8][C@@H:9]([CH2:10][CH2:11][C:12](=[O:13])[CH3:26])[C:14]([O:16][CH2:17][C:18]1[CH:23]=[CH:22][CH:21]=[CH:20][CH:19]=1)=[O:15])=[O:7])([CH3:4])([CH3:3])[CH3:2]. (4) Given the reactants Br[CH2:2][C:3]1[C:4]([F:18])=[C:5]([C:11]2[CH:16]=[CH:15][CH:14]=[C:13]([Cl:17])[CH:12]=2)[C:6]([O:9][CH3:10])=[CH:7][CH:8]=1.[F:19][C:20]1[CH:25]=[CH:24][C:23](B(O)O)=[CH:22][N:21]=1.C1(C)C=CC=CC=1.C([O-])([O-])=O.[Na+].[Na+], predict the reaction product. The product is: [Cl:17][C:13]1[CH:12]=[C:11]([C:5]2[C:6]([O:9][CH3:10])=[CH:7][CH:8]=[C:3]([CH2:2][C:23]3[CH:24]=[CH:25][C:20]([F:19])=[N:21][CH:22]=3)[C:4]=2[F:18])[CH:16]=[CH:15][CH:14]=1. (5) The product is: [C:4]([CH2:6][C:7]1[CH:8]=[C:9]([CH:51]=[CH:52][CH:53]=1)[O:10][CH2:11][C:12]1[CH:17]=[CH:16][C:15]([CH:18]2[CH2:23][CH2:22][N:21]([C:24]([O:26][CH2:27][C:28]3[CH:29]=[CH:30][CH:31]=[CH:32][CH:33]=3)=[O:25])[CH2:20][CH:19]2[O:34][CH2:35][C:36]2[CH:37]=[CH:38][C:39]3[O:44][CH2:43][CH2:42][N:41]([CH2:45][CH2:46][CH2:47][O:48][CH3:49])[C:40]=3[CH:50]=2)=[CH:14][CH:13]=1)(=[O:3])[NH2:54]. Given the reactants C([O:3][C:4]([CH2:6][C:7]1[CH:8]=[C:9]([CH:51]=[CH:52][CH:53]=1)[O:10][CH2:11][C:12]1[CH:17]=[CH:16][C:15]([CH:18]2[CH2:23][CH2:22][N:21]([C:24]([O:26][CH2:27][C:28]3[CH:33]=[CH:32][CH:31]=[CH:30][CH:29]=3)=[O:25])[CH2:20][CH:19]2[O:34][CH2:35][C:36]2[CH:37]=[CH:38][C:39]3[O:44][CH2:43][CH2:42][N:41]([CH2:45][CH2:46][CH2:47][O:48][CH3:49])[C:40]=3[CH:50]=2)=[CH:14][CH:13]=1)=O)C.[NH3:54], predict the reaction product. (6) Given the reactants Cl.Cl.[CH2:3]([O:5][CH2:6][CH2:7][N:8]1[C:12]2[CH:13]=[CH:14][CH:15]=[CH:16][C:11]=2[N:10]=[C:9]1[N:17]1[CH2:23][CH2:22][CH2:21][N:20]([CH2:24][CH2:25][C@:26]2([C:31]3[CH:36]=[CH:35][CH:34]=[CH:33][CH:32]=3)[CH2:30][CH2:29][NH:28][CH2:27]2)[CH2:19][CH2:18]1)[CH3:4].[CH3:37][O:38][C:39]1[CH:47]=[CH:46][C:45]([O:48][CH2:49][CH2:50][O:51][CH3:52])=[CH:44][C:40]=1[C:41](O)=[O:42].CN(C)CCCN=C=NCC.O.ON1C2C=CC=CC=2N=N1, predict the reaction product. The product is: [CH2:3]([O:5][CH2:6][CH2:7][N:8]1[C:12]2[CH:13]=[CH:14][CH:15]=[CH:16][C:11]=2[N:10]=[C:9]1[N:17]1[CH2:23][CH2:22][CH2:21][N:20]([CH2:24][CH2:25][C@:26]2([C:31]3[CH:36]=[CH:35][CH:34]=[CH:33][CH:32]=3)[CH2:30][CH2:29][N:28]([C:41]([C:40]3[CH:44]=[C:45]([O:48][CH2:49][CH2:50][O:51][CH3:52])[CH:46]=[CH:47][C:39]=3[O:38][CH3:37])=[O:42])[CH2:27]2)[CH2:19][CH2:18]1)[CH3:4]. (7) Given the reactants [CH3:1][C:2]1[C:3]([CH:9]=O)=[N:4][CH:5]=[C:6]([CH3:8])[CH:7]=1.[C:11]([O:15][C:16](=[O:23])[NH:17][CH2:18][CH2:19][CH2:20][CH2:21][NH2:22])([CH3:14])([CH3:13])[CH3:12], predict the reaction product. The product is: [C:11]([O:15][C:16](=[O:23])[NH:17][CH2:18][CH2:19][CH2:20][CH2:21][NH:22][CH2:9][C:3]1[C:2]([CH3:1])=[CH:7][C:6]([CH3:8])=[CH:5][N:4]=1)([CH3:14])([CH3:12])[CH3:13]. (8) Given the reactants C(OC(=O)[NH:7][CH:8]([CH3:20])[CH2:9][N:10]1[C:18]2[C:17]([Cl:19])=[N:16][CH:15]=[N:14][C:13]=2[CH:12]=[CH:11]1)(C)(C)C.[Cl:22][C:23]1[CH:24]=[C:25]([CH:27]=[CH:28][C:29]=1[O:30][C:31]1[CH:36]=[CH:35][CH:34]=[C:33]([C:37]([F:40])([F:39])[F:38])[CH:32]=1)[NH2:26].C(OC(OC(C)(C)C)=O)(OC(C)(C)C)=O.Cl, predict the reaction product. The product is: [ClH:19].[ClH:22].[NH2:7][CH:8]([CH3:20])[CH2:9][N:10]1[C:18]2[C:17]([NH:26][C:25]3[CH:27]=[CH:28][C:29]([O:30][C:31]4[CH:36]=[CH:35][CH:34]=[C:33]([C:37]([F:38])([F:39])[F:40])[CH:32]=4)=[C:23]([Cl:22])[CH:24]=3)=[N:16][CH:15]=[N:14][C:13]=2[CH:12]=[CH:11]1. (9) Given the reactants [CH3:1][C:2]1[CH:3]=[C:4]([C@@:8]([CH3:13])([OH:12])[C:9]([OH:11])=[O:10])[CH:5]=[CH:6][CH:7]=1.[N+](=[CH2:16])=[N-].CCOCC, predict the reaction product. The product is: [CH3:1][C:2]1[CH:3]=[C:4]([C@@:8]([CH3:13])([OH:12])[C:9]([O:11][CH3:16])=[O:10])[CH:5]=[CH:6][CH:7]=1. (10) Given the reactants [CH3:1][C:2]1[CH:7]=[C:6]([CH3:8])[CH:5]=[CH:4][C:3]=1[NH:9][CH2:10][CH:11]([CH3:13])[CH3:12].[CH:14]([C:16]1[CH:21]=[CH:20][C:19]([S:22](Cl)(=[O:24])=[O:23])=[CH:18][CH:17]=1)=[O:15], predict the reaction product. The product is: [CH3:1][C:2]1[CH:7]=[C:6]([CH3:8])[CH:5]=[CH:4][C:3]=1[N:9]([CH2:10][CH:11]([CH3:13])[CH3:12])[S:22]([C:19]1[CH:18]=[CH:17][C:16]([CH:14]=[O:15])=[CH:21][CH:20]=1)(=[O:24])=[O:23].